From a dataset of Catalyst prediction with 721,799 reactions and 888 catalyst types from USPTO. Predict which catalyst facilitates the given reaction. (1) Reactant: [C:1]([O:5][C:6](=[O:29])[N:7]([CH:9]1[CH:13]([C:14]2[CH:19]=[CH:18][C:17]([Cl:20])=[C:16]([Cl:21])[CH:15]=2)[CH2:12][N:11](CC2C=CC=CC=2)[CH2:10]1)[CH3:8])([CH3:4])([CH3:3])[CH3:2].ClC(OCC(Cl)(Cl)Cl)=O. Product: [C:1]([O:5][C:6](=[O:29])[N:7]([CH:9]1[CH:13]([C:14]2[CH:19]=[CH:18][C:17]([Cl:20])=[C:16]([Cl:21])[CH:15]=2)[CH2:12][NH:11][CH2:10]1)[CH3:8])([CH3:4])([CH3:2])[CH3:3]. The catalyst class is: 23. (2) Reactant: Cl.[NH2:2][C:3]1[N:8]=[C:7]([NH:9][CH:10]2[CH2:15][CH2:14][CH2:13][N:12]([C:16]3[C:21]([C:22]([O:24]C)=[O:23])=[CH:20][CH:19]=[C:18]([C:26]4[CH:31]=[CH:30][C:29]([Cl:32])=[CH:28][C:27]=4[Cl:33])[N:17]=3)[CH2:11]2)[CH:6]=[CH:5][C:4]=1[C:34](=[O:39])[C:35]([F:38])([F:37])[F:36].O.[OH-].[Na+].Cl. Product: [ClH:32].[NH2:2][C:3]1[N:8]=[C:7]([NH:9][CH:10]2[CH2:15][CH2:14][CH2:13][N:12]([C:16]3[C:21]([C:22]([OH:24])=[O:23])=[CH:20][CH:19]=[C:18]([C:26]4[CH:31]=[CH:30][C:29]([Cl:32])=[CH:28][C:27]=4[Cl:33])[N:17]=3)[CH2:11]2)[CH:6]=[CH:5][C:4]=1[C:34](=[O:39])[C:35]([F:38])([F:37])[F:36]. The catalyst class is: 57. (3) Reactant: [NH2:1][C:2]1([C:7]2[CH:12]=[CH:11][CH:10]=[C:9]([N+:13]([O-:15])=[O:14])[CH:8]=2)[CH2:4][CH:3]1[CH2:5][OH:6].C(N(C(C)C)CC)(C)C.Cl[C:26]([O:28][CH3:29])=[O:27]. Product: [OH:6][CH2:5][CH:3]1[CH2:4][C:2]1([NH:1][C:26](=[O:27])[O:28][CH3:29])[C:7]1[CH:12]=[CH:11][CH:10]=[C:9]([N+:13]([O-:15])=[O:14])[CH:8]=1. The catalyst class is: 4.